This data is from Reaction yield outcomes from USPTO patents with 853,638 reactions. The task is: Predict the reaction yield, written as a fraction of the theoretical maximum amount of product (1.0 means a 100% yield; for example, 0.34 means a 34% yield). (1) The catalyst is C1COCC1.C([O-])(O)=O.[Na+]. The product is [CH2:1]([O:8][C@@H:9]1[C@@H:17]([CH:18]([OH:19])[C:27]([F:30])([F:29])[F:28])[O:16][C@H:15]2[C@H:11]([N:12]=[C:13]([N:20]([CH3:22])[CH3:21])[S:14]2)[CH2:10]1)[C:2]1[CH:7]=[CH:6][CH:5]=[CH:4][CH:3]=1. The yield is 0.350. The reactants are [CH2:1]([O:8][C@@H:9]1[C@@H:17]([CH:18]=[O:19])[O:16][C@H:15]2[C@H:11]([N:12]=[C:13]([N:20]([CH3:22])[CH3:21])[S:14]2)[CH2:10]1)[C:2]1[CH:7]=[CH:6][CH:5]=[CH:4][CH:3]=1.[Si]([C:27]([F:30])([F:29])[F:28])(C)(C)C.CCCC[N+](CCCC)(CCCC)CCCC.[F-]. (2) The reactants are [F:1][C:2]1([F:30])[O:6][C:5]2[CH:7]=[CH:8][C:9]([C:11]3([C:14]([NH:16][CH:17]4[C:26]5[C:21](=[CH:22][C:23]([OH:27])=[CH:24][CH:25]=5)[O:20][C:19]([CH3:29])([CH3:28])[CH2:18]4)=[O:15])[CH2:13][CH2:12]3)=[CH:10][C:4]=2[O:3]1.C(OP([C:39](Br)([F:41])[F:40])(=O)OCC)C.[OH-].[K+]. The product is [F:30][C:2]1([F:1])[O:6][C:5]2[CH:7]=[CH:8][C:9]([C:11]3([C:14]([NH:16][CH:17]4[C:26]5[C:21](=[CH:22][C:23]([O:27][CH:39]([F:41])[F:40])=[CH:24][CH:25]=5)[O:20][C:19]([CH3:28])([CH3:29])[CH2:18]4)=[O:15])[CH2:13][CH2:12]3)=[CH:10][C:4]=2[O:3]1. The catalyst is C(#N)C.O. The yield is 0.506.